This data is from NCI-60 drug combinations with 297,098 pairs across 59 cell lines. The task is: Regression. Given two drug SMILES strings and cell line genomic features, predict the synergy score measuring deviation from expected non-interaction effect. (1) Drug 1: CC1C(C(CC(O1)OC2CC(CC3=C2C(=C4C(=C3O)C(=O)C5=C(C4=O)C(=CC=C5)OC)O)(C(=O)C)O)N)O.Cl. Drug 2: CC1CCC2CC(C(=CC=CC=CC(CC(C(=O)C(C(C(=CC(C(=O)CC(OC(=O)C3CCCCN3C(=O)C(=O)C1(O2)O)C(C)CC4CCC(C(C4)OC)O)C)C)O)OC)C)C)C)OC. Cell line: LOX IMVI. Synergy scores: CSS=10.4, Synergy_ZIP=-13.7, Synergy_Bliss=-16.5, Synergy_Loewe=-13.5, Synergy_HSA=-12.4. (2) Drug 1: C1CC(C1)(C(=O)O)C(=O)O.[NH2-].[NH2-].[Pt+2]. Drug 2: CC1=C(C=C(C=C1)NC(=O)C2=CC=C(C=C2)CN3CCN(CC3)C)NC4=NC=CC(=N4)C5=CN=CC=C5. Cell line: SR. Synergy scores: CSS=21.1, Synergy_ZIP=-0.985, Synergy_Bliss=-0.497, Synergy_Loewe=-26.9, Synergy_HSA=-5.37. (3) Drug 1: CN(CC1=CN=C2C(=N1)C(=NC(=N2)N)N)C3=CC=C(C=C3)C(=O)NC(CCC(=O)O)C(=O)O. Drug 2: CC1=C(C(=O)C2=C(C1=O)N3CC4C(C3(C2COC(=O)N)OC)N4)N. Cell line: SK-OV-3. Synergy scores: CSS=11.8, Synergy_ZIP=-6.26, Synergy_Bliss=-1.53, Synergy_Loewe=-7.61, Synergy_HSA=-1.40. (4) Drug 1: C1=CC(=CC=C1CCC2=CNC3=C2C(=O)NC(=N3)N)C(=O)NC(CCC(=O)O)C(=O)O. Drug 2: CC1OCC2C(O1)C(C(C(O2)OC3C4COC(=O)C4C(C5=CC6=C(C=C35)OCO6)C7=CC(=C(C(=C7)OC)O)OC)O)O. Cell line: BT-549. Synergy scores: CSS=34.7, Synergy_ZIP=1.22, Synergy_Bliss=1.12, Synergy_Loewe=6.11, Synergy_HSA=6.88. (5) Drug 1: C1CC(=O)NC(=O)C1N2CC3=C(C2=O)C=CC=C3N. Drug 2: C1=CN(C(=O)N=C1N)C2C(C(C(O2)CO)O)O.Cl. Cell line: MDA-MB-435. Synergy scores: CSS=4.43, Synergy_ZIP=-1.16, Synergy_Bliss=1.55, Synergy_Loewe=0.460, Synergy_HSA=1.41.